From a dataset of Catalyst prediction with 721,799 reactions and 888 catalyst types from USPTO. Predict which catalyst facilitates the given reaction. (1) Reactant: [CH2:1]([N:8]([CH3:18])[CH:9]1[CH2:17][C@@H:12]2[CH2:13][NH:14][CH2:15][CH2:16][C@@H:11]2[CH2:10]1)[C:2]1[CH:7]=[CH:6][CH:5]=[CH:4][CH:3]=1.[C:19](O[C:19]([O:21][C:22]([CH3:25])([CH3:24])[CH3:23])=[O:20])([O:21][C:22]([CH3:25])([CH3:24])[CH3:23])=[O:20].C(N)C.O. Product: [CH2:1]([N:8]([CH3:18])[CH:9]1[CH2:17][C@@H:12]2[CH2:13][N:14]([C:19]([O:21][C:22]([CH3:25])([CH3:24])[CH3:23])=[O:20])[CH2:15][CH2:16][C@@H:11]2[CH2:10]1)[C:2]1[CH:3]=[CH:4][CH:5]=[CH:6][CH:7]=1. The catalyst class is: 4. (2) Reactant: [NH2:1][CH:2]1[CH2:7][CH2:6][N:5]([C:8]([O:10][C:11]([CH3:14])([CH3:13])[CH3:12])=[O:9])[CH2:4][CH2:3]1.C(N(CC)CC)C.Cl.[CH3:23][O:24][C:25](=[O:30])[CH:26]([CH2:28][OH:29])[NH2:27].[O:31]1CCC[CH2:32]1. Product: [C:11]([O:10][C:8]([N:5]1[CH2:4][CH2:3][CH:2]([NH:1][C:32]([NH:27][C@H:26]([C:25]([O:24][CH3:23])=[O:30])[CH2:28][OH:29])=[O:31])[CH2:7][CH2:6]1)=[O:9])([CH3:14])([CH3:13])[CH3:12]. The catalyst class is: 9. (3) Reactant: [C:1]([NH:5][C:6]1[C:15]2[C:10](=[C:11]([NH2:16])[CH:12]=[CH:13][CH:14]=2)[N:9]=[CH:8][N:7]=1)([CH3:4])([CH3:3])[CH3:2].[Cl:17][C:18]1[C:23]([C:24](O)=[O:25])=[C:22]([F:27])[C:21]([CH2:28][NH:29][C:30](=[O:36])[C:31]([CH3:35])([CH3:34])[CH2:32][F:33])=[CH:20][CH:19]=1.C(Cl)(=O)C(Cl)=O.CCN(C(C)C)C(C)C. Product: [C:1]([NH:5][C:6]1[C:15]2[C:10](=[C:11]([NH:16][C:24](=[O:25])[C:23]3[C:18]([Cl:17])=[CH:19][CH:20]=[C:21]([CH2:28][NH:29][C:30](=[O:36])[C:31]([CH3:35])([CH3:34])[CH2:32][F:33])[C:22]=3[F:27])[CH:12]=[CH:13][CH:14]=2)[N:9]=[CH:8][N:7]=1)([CH3:4])([CH3:2])[CH3:3]. The catalyst class is: 85.